Regression/Classification. Given a drug SMILES string, predict its toxicity properties. Task type varies by dataset: regression for continuous values (e.g., LD50, hERG inhibition percentage) or binary classification for toxic/non-toxic outcomes (e.g., AMES mutagenicity, cardiotoxicity, hepatotoxicity). Dataset: herg_karim. From a dataset of hERG potassium channel inhibition data for cardiac toxicity prediction from Karim et al.. (1) The compound is O=C(CNC(=O)c1cccc(C(F)(F)F)c1)N[C@@H]1CCN([C@H]2CC[C@@](O)(c3ncccn3)CC2)C1. The result is 1 (blocker). (2) The compound is N#Cc1cc(OC(F)(F)F)cc(-c2nc(-c3ccc4c(c3)cc3n4CCC3CC(=O)O)no2)c1. The result is 0 (non-blocker).